From a dataset of Full USPTO retrosynthesis dataset with 1.9M reactions from patents (1976-2016). Predict the reactants needed to synthesize the given product. Given the product [NH2:1][C:2]1[C:3]([C:16]([OH:18])=[O:17])=[N:4][C:5]([C:8]2[C:13]([F:14])=[CH:12][CH:11]=[CH:10][C:9]=2[F:15])=[CH:6][N:7]=1, predict the reactants needed to synthesize it. The reactants are: [NH2:1][C:2]1[C:3]([C:16]([O:18]C)=[O:17])=[N:4][C:5]([C:8]2[C:13]([F:14])=[CH:12][CH:11]=[CH:10][C:9]=2[F:15])=[CH:6][N:7]=1.O.[OH-].[Li+].Cl.